The task is: Predict the reaction yield, written as a fraction of the theoretical maximum amount of product (1.0 means a 100% yield; for example, 0.34 means a 34% yield).. This data is from Reaction yield outcomes from USPTO patents with 853,638 reactions. (1) The reactants are [CH3:1]/[C:2](=[CH:6]\[C:7]1[CH:12]=[CH:11][CH:10]=[CH:9][CH:8]=1)/[C:3]([OH:5])=O.C(Cl)(=O)C(Cl)=O.[N:19]([CH2:22][CH2:23][NH2:24])=[N+:20]=[N-:21].C(N(CC)CC)C. The catalyst is ClCCl. The product is [N:19]([CH2:22][CH2:23][NH:24][C:3](=[O:5])/[C:2](/[CH3:1])=[CH:6]/[C:7]1[CH:12]=[CH:11][CH:10]=[CH:9][CH:8]=1)=[N+:20]=[N-:21]. The yield is 0.960. (2) The reactants are Br[C:2]1[CH:3]=[C:4]([C:7]([O:9][CH3:10])=[O:8])[O:5][CH:6]=1.C([O-])([O-])=O.[Na+].[Na+].[CH2:17]([N:19]1[C:23](B2OC(C)(C)C(C)(C)O2)=[C:22]([CH3:33])[CH:21]=[N:20]1)[CH3:18]. The catalyst is C1COCC1.C1C=CC(P(C2C=CC=CC=2)[C-]2C=CC=C2)=CC=1.C1C=CC(P(C2C=CC=CC=2)[C-]2C=CC=C2)=CC=1.Cl[Pd]Cl.[Fe+2]. The product is [CH2:17]([N:19]1[C:23]([C:2]2[CH:3]=[C:4]([C:7]([O:9][CH3:10])=[O:8])[O:5][CH:6]=2)=[C:22]([CH3:33])[CH:21]=[N:20]1)[CH3:18]. The yield is 0.760. (3) The reactants are Br[C:2]1[C:3]([F:13])=[C:4]([CH:10]=[CH:11][CH:12]=1)[C:5]([O:7][CH2:8][CH3:9])=[O:6].[CH3:14][O:15][C:16]1[CH:21]=[CH:20][C:19]([CH2:22][SH:23])=[CH:18][CH:17]=1.C(N(C(C)C)CC)(C)C. The catalyst is O1CCOCC1.CCCCCC.C1C=CC(/C=C/C(/C=C/C2C=CC=CC=2)=O)=CC=1.C1C=CC(/C=C/C(/C=C/C2C=CC=CC=2)=O)=CC=1.C1C=CC(/C=C/C(/C=C/C2C=CC=CC=2)=O)=CC=1.[Pd].[Pd].CC1(C)C2C(=C(P(C3C=CC=CC=3)C3C=CC=CC=3)C=CC=2)OC2C(P(C3C=CC=CC=3)C3C=CC=CC=3)=CC=CC1=2. The product is [F:13][C:3]1[C:2]([S:23][CH2:22][C:19]2[CH:20]=[CH:21][C:16]([O:15][CH3:14])=[CH:17][CH:18]=2)=[CH:12][CH:11]=[CH:10][C:4]=1[C:5]([O:7][CH2:8][CH3:9])=[O:6]. The yield is 0.880. (4) The product is [C:1]([C:8]1[CH:9]=[CH:10][C:11]([O:12][CH:13]([CH2:19][CH2:20][CH2:21][CH2:22][CH2:23][CH2:24][CH2:25][CH3:26])[C:14]([OH:16])=[O:15])=[CH:27][CH:28]=1)(=[O:7])[CH2:2][CH2:3][CH2:4][CH2:5][CH3:6]. The yield is 0.800. The reactants are [C:1]([C:8]1[CH:28]=[CH:27][C:11]([O:12][CH:13]([CH2:19][CH2:20][CH2:21][CH2:22][CH2:23][CH2:24][CH2:25][CH3:26])[C:14]([O:16]CC)=[O:15])=[CH:10][CH:9]=1)(=[O:7])[CH2:2][CH2:3][CH2:4][CH2:5][CH3:6].[OH-].[Li+]. No catalyst specified. (5) The reactants are [CH3:1][C:2]1[CH:7]=[CH:6][N:5]=[CH:4][C:3]=1[N:8]1[CH2:12][CH2:11][NH:10][C:9]1=[O:13].Br[C:15]1[CH:20]=[CH:19][C:18]([C:21](=[O:23])[CH3:22])=[C:17]([F:24])[CH:16]=1.N[C@@H]1CCCC[C@H]1N.P([O-])([O-])([O-])=O.[K+].[K+].[K+]. The catalyst is [Cu](I)I.O1CCOCC1. The product is [C:21]([C:18]1[CH:19]=[CH:20][C:15]([N:10]2[CH2:11][CH2:12][N:8]([C:3]3[CH:4]=[N:5][CH:6]=[CH:7][C:2]=3[CH3:1])[C:9]2=[O:13])=[CH:16][C:17]=1[F:24])(=[O:23])[CH3:22]. The yield is 0.882. (6) The reactants are COC(OC)C[C:5]1[N:13]=[CH:12][CH:11]=[CH:10][C:6]=1[C:7](N)=[O:8].[NH+:16]1C=CC=[CH:18][CH:17]=1.C1(C)C=CC(S([O-])(=O)=O)=CC=1. The yield is 1.00. The catalyst is C1C=CC=CC=1. The product is [N:13]1[C:5]2[N:16]=[CH:17][CH:18]=[C:7]([OH:8])[C:6]=2[CH:10]=[CH:11][CH:12]=1. (7) The reactants are [OH:1][C:2]1[CH:7]=[CH:6][C:5]([NH:8][C:9](=[O:15])[O:10][C:11]([CH3:14])([CH3:13])[CH3:12])=[CH:4][CH:3]=1.CC(C)([O-])C.[K+].Cl[C:23]1[CH:28]=[CH:27][N:26]=[C:25]([NH2:29])[C:24]=1[N+:30]([O-:32])=[O:31]. The catalyst is CN(C=O)C.C(OCC)(=O)C. The product is [NH2:29][C:25]1[C:24]([N+:30]([O-:32])=[O:31])=[C:23]([O:1][C:2]2[CH:3]=[CH:4][C:5]([NH:8][C:9](=[O:15])[O:10][C:11]([CH3:12])([CH3:14])[CH3:13])=[CH:6][CH:7]=2)[CH:28]=[CH:27][N:26]=1. The yield is 0.630.